This data is from NCI-60 drug combinations with 297,098 pairs across 59 cell lines. The task is: Regression. Given two drug SMILES strings and cell line genomic features, predict the synergy score measuring deviation from expected non-interaction effect. Drug 1: CN(C)C1=NC(=NC(=N1)N(C)C)N(C)C. Drug 2: C1=NC2=C(N1)C(=S)N=CN2. Cell line: MALME-3M. Synergy scores: CSS=-6.88, Synergy_ZIP=-3.97, Synergy_Bliss=-10.5, Synergy_Loewe=-33.2, Synergy_HSA=-15.8.